From a dataset of Full USPTO retrosynthesis dataset with 1.9M reactions from patents (1976-2016). Predict the reactants needed to synthesize the given product. (1) Given the product [CH:14]12[O:9][CH:15]1[CH2:16][N:12]([C:17]([O:19][C:20]([CH3:23])([CH3:22])[CH3:21])=[O:18])[CH2:13]2, predict the reactants needed to synthesize it. The reactants are: C1C=C(Cl)C=C(C(OO)=[O:9])C=1.[N:12]1([C:17]([O:19][C:20]([CH3:23])([CH3:22])[CH3:21])=[O:18])[CH2:16][CH:15]=[CH:14][CH2:13]1. (2) Given the product [Cl:1][C:2]1[C:7]2[NH:8][C:9]([CH:11]3[CH2:15][CH2:14][O:13][CH2:12]3)=[N:10][C:6]=2[CH:5]=[C:4]([O:16][C:22]2[CH:23]=[C:18]([Cl:17])[N:19]=[CH:20][N:21]=2)[CH:3]=1, predict the reactants needed to synthesize it. The reactants are: [Cl:1][C:2]1[C:7]2[NH:8][C:9]([CH:11]3[CH2:15][CH2:14][O:13][CH2:12]3)=[N:10][C:6]=2[CH:5]=[C:4]([OH:16])[CH:3]=1.[Cl:17][C:18]1[CH:23]=[C:22](Cl)[N:21]=[CH:20][N:19]=1.C(=O)([O-])[O-].[K+].[K+]. (3) Given the product [Br:25][C:13]1[CH:14]=[N:15][N:16]([CH3:17])[C:12]=1[C:4]1[CH:5]=[C:6]([N+:9]([O-:11])=[O:10])[CH:7]=[CH:8][C:3]=1[O:2][CH3:1], predict the reactants needed to synthesize it. The reactants are: [CH3:1][O:2][C:3]1[CH:8]=[CH:7][C:6]([N+:9]([O-:11])=[O:10])=[CH:5][C:4]=1[C:12]1[N:16]([CH3:17])[N:15]=[CH:14][CH:13]=1.C1C(=O)N([Br:25])C(=O)C1.CCOC(C)=O.CCCCCC. (4) The reactants are: C([Li])CCC.Br[C:7]1[C:12]([CH3:13])=[C:11]([O:14][CH3:15])[C:10]([CH3:16])=[C:9]([CH3:17])[C:8]=1[O:18][CH3:19].[CH2:20]([N:27]1[CH2:32][CH2:31][CH:30]([CH:33]=[O:34])[CH2:29][CH2:28]1)[C:21]1[CH:26]=[CH:25][CH:24]=[CH:23][CH:22]=1.O. Given the product [CH2:20]([N:27]1[CH2:32][CH2:31][CH:30]([CH:33]([C:7]2[C:12]([CH3:13])=[C:11]([O:14][CH3:15])[C:10]([CH3:16])=[C:9]([CH3:17])[C:8]=2[O:18][CH3:19])[OH:34])[CH2:29][CH2:28]1)[C:21]1[CH:26]=[CH:25][CH:24]=[CH:23][CH:22]=1, predict the reactants needed to synthesize it. (5) The reactants are: FC(F)(F)C(O)=O.[Cl:8][C:9]1[C:10]([NH:31][C@@H:32]2[C@@H:37]3[CH2:38][C@@H:34]([CH:35]=[CH:36]3)[C@@H:33]2[C:39]([NH2:41])=[O:40])=[C:11]2[N:17]=[C:16]([C:18]3[CH:23]=C[C:21]([CH2:24][N:25]4[CH2:30]COC[CH2:26]4)=[CH:20][CH:19]=3)[NH:15][C:12]2=[N:13][CH:14]=1.NC1C(N)=C(N[C@@H]2[C@@H]3C[C@@H](C=C3)[C@@H]2C(N)=O)C(Cl)=CN=1.CN(C)C1C=C(C=CC=1)C=O. Given the product [Cl:8][C:9]1[C:10]([NH:31][C@@H:32]2[C@@H:37]3[CH2:38][C@@H:34]([CH:35]=[CH:36]3)[C@@H:33]2[C:39]([NH2:41])=[O:40])=[C:11]2[N:17]=[C:16]([C:18]3[CH:19]=[CH:20][CH:21]=[C:24]([N:25]([CH3:30])[CH3:26])[CH:23]=3)[NH:15][C:12]2=[N:13][CH:14]=1, predict the reactants needed to synthesize it. (6) Given the product [CH3:1][S:2]([C:5]1[N:10]=[C:9]([CH2:41][NH2:42])[C:8]([C:15]2[CH:20]=[CH:19][C:18]([Cl:21])=[CH:17][CH:16]=2)=[C:7]([C:22]2[CH:27]=[CH:26][C:25]([Cl:28])=[CH:24][C:23]=2[Cl:29])[N:6]=1)(=[O:3])=[O:4], predict the reactants needed to synthesize it. The reactants are: [CH3:1][S:2]([C:5]1[N:10]=[C:9](S(C)(=O)=O)[C:8]([C:15]2[CH:20]=[CH:19][C:18]([Cl:21])=[CH:17][CH:16]=2)=[C:7]([C:22]2[CH:27]=[CH:26][C:25]([Cl:28])=[CH:24][C:23]=2[Cl:29])[N:6]=1)(=[O:4])=[O:3].C(O)C.CN.FC1C=C(C=CC=1F)CO[C:41]1N=C(NC)C(C2C=CC(Cl)=CC=2)=C(C2C=CC(Cl)=CC=2Cl)[N:42]=1.